From a dataset of Full USPTO retrosynthesis dataset with 1.9M reactions from patents (1976-2016). Predict the reactants needed to synthesize the given product. Given the product [CH3:6][CH:5]([CH3:7])[C@H:4]([N:8]([S:31]([N:34]([CH3:36])[CH3:35])(=[O:33])=[O:32])[CH2:9][C:10]1[CH:15]=[CH:14][CH:13]=[C:12]([O:16][CH2:17][C:18]2[N:19]=[C:20]([C:24]3[CH:25]=[CH:26][C:27]([CH3:30])=[CH:28][CH:29]=3)[O:21][C:22]=2[CH3:23])[CH:11]=1)[C:3]([OH:37])=[O:2], predict the reactants needed to synthesize it. The reactants are: C[O:2][C:3](=[O:37])[C@@H:4]([N:8]([S:31]([N:34]([CH3:36])[CH3:35])(=[O:33])=[O:32])[CH2:9][C:10]1[CH:15]=[CH:14][CH:13]=[C:12]([O:16][CH2:17][C:18]2[N:19]=[C:20]([C:24]3[CH:29]=[CH:28][C:27]([CH3:30])=[CH:26][CH:25]=3)[O:21][C:22]=2[CH3:23])[CH:11]=1)[CH:5]([CH3:7])[CH3:6].O.[OH-].[Li+].